The task is: Binary Classification. Given a T-cell receptor sequence (or CDR3 region) and an epitope sequence, predict whether binding occurs between them.. This data is from TCR-epitope binding with 47,182 pairs between 192 epitopes and 23,139 TCRs. (1) The epitope is YLDAYNMMI. The TCR CDR3 sequence is CASSFITATYGYTF. Result: 0 (the TCR does not bind to the epitope). (2) The epitope is ARMILMTHF. The TCR CDR3 sequence is CASSESHHEQYF. Result: 0 (the TCR does not bind to the epitope).